This data is from NCI-60 drug combinations with 297,098 pairs across 59 cell lines. The task is: Regression. Given two drug SMILES strings and cell line genomic features, predict the synergy score measuring deviation from expected non-interaction effect. (1) Drug 1: C1CCN(CC1)CCOC2=CC=C(C=C2)C(=O)C3=C(SC4=C3C=CC(=C4)O)C5=CC=C(C=C5)O. Drug 2: CC(C)NC(=O)C1=CC=C(C=C1)CNNC.Cl. Cell line: SN12C. Synergy scores: CSS=2.45, Synergy_ZIP=-1.77, Synergy_Bliss=-2.47, Synergy_Loewe=-4.20, Synergy_HSA=-4.26. (2) Drug 1: CC=C1C(=O)NC(C(=O)OC2CC(=O)NC(C(=O)NC(CSSCCC=C2)C(=O)N1)C(C)C)C(C)C. Drug 2: CCN(CC)CCCC(C)NC1=C2C=C(C=CC2=NC3=C1C=CC(=C3)Cl)OC. Cell line: SNB-19. Synergy scores: CSS=74.7, Synergy_ZIP=-3.48, Synergy_Bliss=-6.40, Synergy_Loewe=-17.8, Synergy_HSA=-4.24. (3) Drug 1: CC1=CC2C(CCC3(C2CCC3(C(=O)C)OC(=O)C)C)C4(C1=CC(=O)CC4)C. Drug 2: CC(C)(C#N)C1=CC(=CC(=C1)CN2C=NC=N2)C(C)(C)C#N. Cell line: OVCAR-8. Synergy scores: CSS=-1.38, Synergy_ZIP=0.257, Synergy_Bliss=-1.55, Synergy_Loewe=-1.31, Synergy_HSA=-2.63. (4) Drug 1: CCC1=CC2CC(C3=C(CN(C2)C1)C4=CC=CC=C4N3)(C5=C(C=C6C(=C5)C78CCN9C7C(C=CC9)(C(C(C8N6C)(C(=O)OC)O)OC(=O)C)CC)OC)C(=O)OC.C(C(C(=O)O)O)(C(=O)O)O. Drug 2: C1C(C(OC1N2C=NC3=C2NC=NCC3O)CO)O. Cell line: EKVX. Synergy scores: CSS=22.0, Synergy_ZIP=-2.96, Synergy_Bliss=-4.48, Synergy_Loewe=-5.96, Synergy_HSA=-2.52.